Task: Predict which catalyst facilitates the given reaction.. Dataset: Catalyst prediction with 721,799 reactions and 888 catalyst types from USPTO (1) Reactant: [NH:1]1[C:9]2[C:4](=[CH:5][CH:6]=[CH:7][CH:8]=2)[C:3]([CH2:10][CH2:11][NH:12][C:13](=[O:17])[CH2:14][CH2:15]Br)=[CH:2]1.Cl.Cl.[C:20]1([CH3:32])[CH:25]=[CH:24][CH:23]=[C:22]([N:26]2[CH2:31][CH2:30][NH:29][CH2:28][CH2:27]2)[CH:21]=1.C(N(CC)CC)C. Product: [NH:1]1[C:9]2[C:4](=[CH:5][CH:6]=[CH:7][CH:8]=2)[C:3]([CH2:10][CH2:11][NH:12][C:13](=[O:17])[CH2:14][CH2:15][N:29]2[CH2:30][CH2:31][N:26]([C:22]3[CH:21]=[C:20]([CH3:32])[CH:25]=[CH:24][CH:23]=3)[CH2:27][CH2:28]2)=[CH:2]1. The catalyst class is: 10. (2) Reactant: [N+:1]([C:4]1[CH:12]=[C:11]2[C:7]([CH:8]=[CH:9][NH:10]2)=[CH:6][CH:5]=1)([O-])=O.[CH:13](I)([CH3:15])[CH3:14]. Product: [CH:13]([C:8]1[C:7]2[C:11](=[CH:12][C:4]([NH2:1])=[CH:5][CH:6]=2)[NH:10][CH:9]=1)([CH3:15])[CH3:14]. The catalyst class is: 23. (3) Reactant: [OH:1][C:2]1[C:7]([OH:8])=[CH:6][CH:5]=[CH:4][C:3]=1[C:9](=[O:11])[CH3:10].Br[CH2:13][CH2:14]Br.C(=O)([O-])[O-].[K+].[K+]. Product: [O:8]1[C:7]2[CH:6]=[CH:5][CH:4]=[C:3]([C:9](=[O:11])[CH3:10])[C:2]=2[O:1][CH2:14][CH2:13]1. The catalyst class is: 9. (4) Reactant: [CH3:1][Si:2]([CH3:19])([CH3:18])[CH2:3][CH2:4][O:5][CH2:6][N:7]1[C:11]2[CH:12]=[CH:13][CH:14]=[CH:15][C:10]=2[N:9]=[C:8]1[CH:16]=O.[NH2:20][CH:21]1[C:30]2[N:29]=[CH:28][CH:27]=[CH:26][C:25]=2[CH2:24][CH2:23][CH2:22]1.[BH4-].[Na+]. Product: [CH3:1][Si:2]([CH3:19])([CH3:18])[CH2:3][CH2:4][O:5][CH2:6][N:7]1[C:11]2[CH:12]=[CH:13][CH:14]=[CH:15][C:10]=2[N:9]=[C:8]1[CH2:16][NH:20][CH:21]1[C:30]2[N:29]=[CH:28][CH:27]=[CH:26][C:25]=2[CH2:24][CH2:23][CH2:22]1. The catalyst class is: 5. (5) The catalyst class is: 361. Reactant: [CH2:1]([O:3][C:4]([CH:6]1[CH2:19][CH2:18][C:9]2[C:10]3[C:15](Cl)=[N:14][CH:13]=[N:12][C:11]=3[S:17][C:8]=2[CH2:7]1)=[O:5])[CH3:2].[Br:20][C:21]1[CH:22]=[C:23]([CH:25]=[CH:26][CH:27]=1)[NH2:24]. Product: [Br:20][C:21]1[CH:22]=[C:23]([NH:24][C:15]2[C:10]3[C:9]4[CH2:18][CH2:19][CH:6]([C:4]([O:3][CH2:1][CH3:2])=[O:5])[CH2:7][C:8]=4[S:17][C:11]=3[N:12]=[CH:13][N:14]=2)[CH:25]=[CH:26][CH:27]=1. (6) Reactant: [ClH:1].Cl.C([N:10]1[CH2:15][CH2:14][CH:13]([N:16]([CH2:18][CH2:19][CH2:20][OH:21])[CH3:17])[CH2:12][CH2:11]1)C1C=CC=CC=1.[H][H]. Product: [ClH:1].[ClH:1].[OH:21][CH2:20][CH2:19][CH2:18][N:16]([CH3:17])[CH:13]1[CH2:14][CH2:15][NH:10][CH2:11][CH2:12]1. The catalyst class is: 45. (7) Reactant: [CH2:1]([S:3]([N:6]1[CH2:11][CH2:10][CH:9]([C:12]2[C:20]3[C:15](=[C:16]([C:29]([NH2:31])=[O:30])[CH:17]=[C:18]([C:21]4[CH:26]=[CH:25][CH:24]=[C:23]([CH:27]=O)[CH:22]=4)[CH:19]=3)[NH:14][CH:13]=2)[CH2:8][CH2:7]1)(=[O:5])=[O:4])[CH3:2].[CH2:32]([NH2:34])[CH3:33].[BH4-].[Na+]. Product: [CH2:32]([NH:34][CH2:27][C:23]1[CH:22]=[C:21]([C:18]2[CH:19]=[C:20]3[C:15](=[C:16]([C:29]([NH2:31])=[O:30])[CH:17]=2)[NH:14][CH:13]=[C:12]3[CH:9]2[CH2:10][CH2:11][N:6]([S:3]([CH2:1][CH3:2])(=[O:4])=[O:5])[CH2:7][CH2:8]2)[CH:26]=[CH:25][CH:24]=1)[CH3:33]. The catalyst class is: 98. (8) Reactant: [CH2:1]([C:5]1([CH:18]2[CH2:22][CH2:21][CH2:20][CH2:19]2)[CH2:13][C:12]2[C:7](=[C:8]([Cl:16])[C:9]([Cl:15])=[C:10](O)[CH:11]=2)[C:6]1=O)[CH2:2][CH2:3][CH3:4].[C:23](=[O:26])([O-])[O-:24].[K+].[K+].BrC[C:31]1[CH:36]=[CH:35][C:34]([C:37]#[N:38])=[CH:33][CH:32]=1. Product: [CH2:1]([C:5]1([CH:18]2[CH2:22][CH2:21][CH2:20][CH2:19]2)[CH2:13][C:12]2[C:7](=[C:8]([Cl:16])[C:9]([Cl:15])=[C:10]([O:24][C:23]([C:31]3[CH:36]=[CH:35][C:34]([C:37]#[N:38])=[CH:33][CH:32]=3)=[O:26])[CH:11]=2)[CH2:6]1)[CH2:2][CH2:3][CH3:4]. The catalyst class is: 21. (9) Reactant: Cl.[NH2:2][C@H:3]([CH2:10][C:11]1[CH:16]=[CH:15][C:14]([C:17]2[CH:22]=[CH:21][CH:20]=[C:19]([Cl:23])[CH:18]=2)=[CH:13][CH:12]=1)[CH2:4][C:5]([O:7][CH2:8][CH3:9])=[O:6].[NH:24]1[C:28]([C:29]([OH:31])=[O:30])=[CH:27][C:26]([C:32](O)=[O:33])=[N:25]1.CCN=C=NCCCN(C)C.C1C=CC2N(O)N=NC=2C=1.C(N(CC)CC)C. Product: [Cl:23][C:19]1[CH:18]=[C:17]([C:14]2[CH:15]=[CH:16][C:11]([CH2:10][C@@H:3]([NH:2][C:32]([C:26]3[NH:25][N:24]=[C:28]([C:29]([OH:31])=[O:30])[CH:27]=3)=[O:33])[CH2:4][C:5]([O:7][CH2:8][CH3:9])=[O:6])=[CH:12][CH:13]=2)[CH:22]=[CH:21][CH:20]=1. The catalyst class is: 3.